The task is: Regression/Classification. Given a drug SMILES string, predict its absorption, distribution, metabolism, or excretion properties. Task type varies by dataset: regression for continuous measurements (e.g., permeability, clearance, half-life) or binary classification for categorical outcomes (e.g., BBB penetration, CYP inhibition). Dataset: cyp2c19_veith.. This data is from CYP2C19 inhibition data for predicting drug metabolism from PubChem BioAssay. The drug is O=c1c(-c2ccccc2)nc2cncnc2n1-c1ccccc1. The result is 1 (inhibitor).